From a dataset of CYP3A4 inhibition data for predicting drug metabolism from PubChem BioAssay. Regression/Classification. Given a drug SMILES string, predict its absorption, distribution, metabolism, or excretion properties. Task type varies by dataset: regression for continuous measurements (e.g., permeability, clearance, half-life) or binary classification for categorical outcomes (e.g., BBB penetration, CYP inhibition). Dataset: cyp3a4_veith. (1) The compound is Cc1nc2c(OCc3ccccc3)cccn2c1CC#N. The result is 1 (inhibitor). (2) The result is 0 (non-inhibitor). The drug is CN(C)Cc1nsc(N(C)C)n1. (3) The molecule is CCOc1cc(/C=N/NC(=O)Cc2ccc(C(F)(F)F)cc2[N+](=O)[O-])c(Br)cc1OC. The result is 1 (inhibitor). (4) The drug is Cc1cc(=Nc2ccc3c(c2)c(N)cc(C)[n+]3C)nc(N)n1C. The result is 0 (non-inhibitor). (5) The molecule is O=C(O)c1c[nH]c2c(ccc3[nH]cc(C(=O)O)c(=O)c32)c1=O. The result is 0 (non-inhibitor). (6) The molecule is N#CCCn1c(=O)c(-c2ccc(Cl)cc2)nc2cnc(Oc3ccccc3)nc21. The result is 0 (non-inhibitor).